From a dataset of Forward reaction prediction with 1.9M reactions from USPTO patents (1976-2016). Predict the product of the given reaction. (1) Given the reactants [NH2:1][C:2]1[CH:15]=[CH:14][C:13]([N+:16]([O-:18])=[O:17])=[CH:12][C:3]=1[C:4]([C:6]1[CH:11]=[CH:10][CH:9]=[CH:8][CH:7]=1)=O.NS(O)(=O)=O.[C:24]([O:30][C:31]([CH3:34])([CH3:33])[CH3:32])(=[O:29])[CH2:25][C:26]([CH3:28])=O, predict the reaction product. The product is: [CH3:28][C:26]1[C:25]([C:24]([O:30][C:31]([CH3:34])([CH3:33])[CH3:32])=[O:29])=[C:4]([C:6]2[CH:11]=[CH:10][CH:9]=[CH:8][CH:7]=2)[C:3]2[C:2](=[CH:15][CH:14]=[C:13]([N+:16]([O-:18])=[O:17])[CH:12]=2)[N:1]=1. (2) The product is: [CH3:1][O:2][C:3]1[CH:4]=[C:5]([CH:18]=[CH:19][C:20]=1[O:21][CH3:22])[CH2:6][O:7][C:8]1[CH:16]=[CH:15][C:11]([C:12]([NH:29][C:30]2[CH:40]=[CH:39][C:38]([O:41][C:42]3[CH:47]=[CH:46][CH:45]=[CH:44][CH:43]=3)=[CH:37][C:31]=2[C:32]([O:34][CH2:35][CH3:36])=[O:33])=[O:14])=[CH:10][C:9]=1[Cl:17]. Given the reactants [CH3:1][O:2][C:3]1[CH:4]=[C:5]([CH:18]=[CH:19][C:20]=1[O:21][CH3:22])[CH2:6][O:7][C:8]1[CH:16]=[CH:15][C:11]([C:12]([OH:14])=O)=[CH:10][C:9]=1[Cl:17].C(Cl)(=O)C(Cl)=O.[NH2:29][C:30]1[CH:40]=[CH:39][C:38]([O:41][C:42]2[CH:47]=[CH:46][CH:45]=[CH:44][CH:43]=2)=[CH:37][C:31]=1[C:32]([O:34][CH2:35][CH3:36])=[O:33].C(N(C(C)C)CC)(C)C, predict the reaction product.